Regression. Given two drug SMILES strings and cell line genomic features, predict the synergy score measuring deviation from expected non-interaction effect. From a dataset of NCI-60 drug combinations with 297,098 pairs across 59 cell lines. (1) Drug 1: CC1=C(C=C(C=C1)NC2=NC=CC(=N2)N(C)C3=CC4=NN(C(=C4C=C3)C)C)S(=O)(=O)N.Cl. Drug 2: C1CN(CCN1C(=O)CCBr)C(=O)CCBr. Cell line: NCI-H460. Synergy scores: CSS=27.8, Synergy_ZIP=-2.72, Synergy_Bliss=-0.605, Synergy_Loewe=-10.8, Synergy_HSA=-3.05. (2) Drug 1: CC1=C(N=C(N=C1N)C(CC(=O)N)NCC(C(=O)N)N)C(=O)NC(C(C2=CN=CN2)OC3C(C(C(C(O3)CO)O)O)OC4C(C(C(C(O4)CO)O)OC(=O)N)O)C(=O)NC(C)C(C(C)C(=O)NC(C(C)O)C(=O)NCCC5=NC(=CS5)C6=NC(=CS6)C(=O)NCCC[S+](C)C)O. Drug 2: C1C(C(OC1N2C=NC(=NC2=O)N)CO)O. Cell line: UACC62. Synergy scores: CSS=16.4, Synergy_ZIP=-2.23, Synergy_Bliss=3.86, Synergy_Loewe=-1.96, Synergy_HSA=4.08. (3) Drug 1: C1=CC(=CC=C1C#N)C(C2=CC=C(C=C2)C#N)N3C=NC=N3. Drug 2: C1CN(P(=O)(OC1)NCCCl)CCCl. Cell line: MCF7. Synergy scores: CSS=-0.401, Synergy_ZIP=-0.126, Synergy_Bliss=-2.78, Synergy_Loewe=-1.39, Synergy_HSA=-2.77. (4) Drug 1: CC1C(C(CC(O1)OC2CC(CC3=C2C(=C4C(=C3O)C(=O)C5=C(C4=O)C(=CC=C5)OC)O)(C(=O)C)O)N)O.Cl. Drug 2: CN1C2=C(C=C(C=C2)N(CCCl)CCCl)N=C1CCCC(=O)O.Cl. Cell line: EKVX. Synergy scores: CSS=6.07, Synergy_ZIP=-1.54, Synergy_Bliss=1.03, Synergy_Loewe=-4.15, Synergy_HSA=0.902. (5) Synergy scores: CSS=4.29, Synergy_ZIP=-4.50, Synergy_Bliss=-3.57, Synergy_Loewe=-1.39, Synergy_HSA=-1.35. Drug 1: CNC(=O)C1=CC=CC=C1SC2=CC3=C(C=C2)C(=NN3)C=CC4=CC=CC=N4. Drug 2: C1CC(=O)NC(=O)C1N2CC3=C(C2=O)C=CC=C3N. Cell line: SN12C. (6) Drug 1: CC1OCC2C(O1)C(C(C(O2)OC3C4COC(=O)C4C(C5=CC6=C(C=C35)OCO6)C7=CC(=C(C(=C7)OC)O)OC)O)O. Drug 2: CC1=C2C(C(=O)C3(C(CC4C(C3C(C(C2(C)C)(CC1OC(=O)C(C(C5=CC=CC=C5)NC(=O)C6=CC=CC=C6)O)O)OC(=O)C7=CC=CC=C7)(CO4)OC(=O)C)O)C)OC(=O)C. Cell line: A549. Synergy scores: CSS=46.5, Synergy_ZIP=-7.98, Synergy_Bliss=-9.41, Synergy_Loewe=-5.91, Synergy_HSA=-3.28. (7) Drug 1: CC1OCC2C(O1)C(C(C(O2)OC3C4COC(=O)C4C(C5=CC6=C(C=C35)OCO6)C7=CC(=C(C(=C7)OC)O)OC)O)O. Drug 2: CS(=O)(=O)CCNCC1=CC=C(O1)C2=CC3=C(C=C2)N=CN=C3NC4=CC(=C(C=C4)OCC5=CC(=CC=C5)F)Cl. Cell line: NCI-H460. Synergy scores: CSS=42.6, Synergy_ZIP=-0.277, Synergy_Bliss=-1.82, Synergy_Loewe=-14.8, Synergy_HSA=2.09.